Dataset: Choline transporter screen with 302,306 compounds. Task: Binary Classification. Given a drug SMILES string, predict its activity (active/inactive) in a high-throughput screening assay against a specified biological target. (1) The molecule is Clc1ccc(S(=O)(=O)N2CC(CCC2)c2onc(n2)c2ccc(F)cc2)cc1. The result is 0 (inactive). (2) The compound is S=C(N1CC2CC(C1)c1n(C2)c(=O)ccc1)Nc1c(c(ccc1)C)C. The result is 0 (inactive).